Task: Predict the reaction yield, written as a fraction of the theoretical maximum amount of product (1.0 means a 100% yield; for example, 0.34 means a 34% yield).. Dataset: Reaction yield outcomes from USPTO patents with 853,638 reactions The reactants are [C:1]1([C:7]2[CH:12]=[CH:11][CH:10]=[C:9]([C:13]3[CH:18]=[CH:17][C:16](/[C:19](/[CH3:23])=[CH:20]/[CH2:21][OH:22])=[CH:15][CH:14]=3)[CH:8]=2)[CH:6]=[CH:5][CH:4]=[CH:3][CH:2]=1.[CH2:24]([O:26][C@@H:27]([CH2:33][C:34]1[CH:39]=[CH:38][C:37](O)=[CH:36][CH:35]=1)[C:28]([O:30][CH2:31][CH3:32])=[O:29])[CH3:25]. No catalyst specified. The product is [CH2:24]([O:26][C@@H:27]([CH2:33][C:34]1[CH:35]=[CH:36][C:37]([O:22][CH2:21]/[CH:20]=[C:19](/[C:16]2[CH:15]=[CH:14][C:13]([C:9]3[CH:8]=[C:7]([C:1]4[CH:2]=[CH:3][CH:4]=[CH:5][CH:6]=4)[CH:12]=[CH:11][CH:10]=3)=[CH:18][CH:17]=2)\[CH3:23])=[CH:38][CH:39]=1)[C:28]([O:30][CH2:31][CH3:32])=[O:29])[CH3:25]. The yield is 0.800.